Dataset: Blood-brain barrier permeability regression values from the B3DB database. Task: Regression/Classification. Given a drug SMILES string, predict its absorption, distribution, metabolism, or excretion properties. Task type varies by dataset: regression for continuous measurements (e.g., permeability, clearance, half-life) or binary classification for categorical outcomes (e.g., BBB penetration, CYP inhibition). For this dataset (b3db_regression), we predict Y. (1) The molecule is CN1C2CCC1CC(C2)OC(=O)C(CO)C3=CC=CC=C3. The Y is -0.0600 log(BB ratio). (2) The compound is CC1=CN=C(S1)N=C(N)N. The Y is -0.0400 log(BB ratio). (3) The Y is 0.500 log(BB ratio). The molecule is C1C(=O)NC2=C(C=C(C=C2)Cl)C(=N1)C3=CC=CC=C3.